This data is from NCI-60 drug combinations with 297,098 pairs across 59 cell lines. The task is: Regression. Given two drug SMILES strings and cell line genomic features, predict the synergy score measuring deviation from expected non-interaction effect. (1) Drug 1: COC1=CC(=CC(=C1O)OC)C2C3C(COC3=O)C(C4=CC5=C(C=C24)OCO5)OC6C(C(C7C(O6)COC(O7)C8=CC=CS8)O)O. Drug 2: CC(C1=C(C=CC(=C1Cl)F)Cl)OC2=C(N=CC(=C2)C3=CN(N=C3)C4CCNCC4)N. Cell line: HOP-62. Synergy scores: CSS=45.7, Synergy_ZIP=0.408, Synergy_Bliss=1.63, Synergy_Loewe=-21.5, Synergy_HSA=0.645. (2) Drug 1: C1=CC(=CC=C1C#N)C(C2=CC=C(C=C2)C#N)N3C=NC=N3. Drug 2: B(C(CC(C)C)NC(=O)C(CC1=CC=CC=C1)NC(=O)C2=NC=CN=C2)(O)O. Cell line: MDA-MB-231. Synergy scores: CSS=61.7, Synergy_ZIP=1.19, Synergy_Bliss=-1.48, Synergy_Loewe=-27.2, Synergy_HSA=-3.33.